This data is from NCI-60 drug combinations with 297,098 pairs across 59 cell lines. The task is: Regression. Given two drug SMILES strings and cell line genomic features, predict the synergy score measuring deviation from expected non-interaction effect. Drug 1: C1CCC(C(C1)N)N.C(=O)(C(=O)[O-])[O-].[Pt+4]. Drug 2: C1CN(P(=O)(OC1)NCCCl)CCCl. Cell line: SF-295. Synergy scores: CSS=-7.46, Synergy_ZIP=-12.9, Synergy_Bliss=-41.1, Synergy_Loewe=-29.9, Synergy_HSA=-43.4.